Predict the reaction yield, written as a fraction of the theoretical maximum amount of product (1.0 means a 100% yield; for example, 0.34 means a 34% yield). From a dataset of Reaction yield outcomes from USPTO patents with 853,638 reactions. (1) The reactants are [C:1]([O:4][C:5]1[CH:24]=[CH:23][C:8]([C:9]2[CH2:10][O:11][C:12]3[C:17]([CH:18]=2)=[CH:16][CH:15]=[C:14]([O:19][C:20](=[O:22])[CH3:21])[CH:13]=3)=[CH:7][CH:6]=1)(=[O:3])[CH3:2].[CH:25]1C=CC([C+](C2C=CC=CC=2)C2C=CC=CC=2)=C[CH:26]=1.F[P-](F)(F)(F)(F)F.C([Zn]CC)C. The catalyst is ClCCl. The product is [C:1]([O:4][C:5]1[CH:24]=[CH:23][C:8]([C:9]2[CH:10]([CH2:25][CH3:26])[O:11][C:12]3[C:17]([CH:18]=2)=[CH:16][CH:15]=[C:14]([O:19][C:20](=[O:22])[CH3:21])[CH:13]=3)=[CH:7][CH:6]=1)(=[O:3])[CH3:2]. The yield is 0.260. (2) The reactants are Cl.C(N=C=NCCCN(C)C)C.ON1C2C=CC=CC=2N=N1.CN1CC[O:27][CH2:26][CH2:25]1.[CH:30]1([S:33]([C:36]2[CH:41]=[CH:40][C:39]([CH:42]([C:50]3[NH:54][C:53]([C:55]4[N:60]=[CH:59][C:58]([CH2:61][N:62]5[CH2:67][CH2:66][NH:65][C@@H:64]([CH3:68])[CH2:63]5)=[CH:57][CH:56]=4)=[CH:52][CH:51]=3)[CH2:43][CH:44]3[CH2:49][CH2:48][O:47][CH2:46][CH2:45]3)=[CH:38][CH:37]=2)(=[O:35])=[O:34])[CH2:32][CH2:31]1. The catalyst is O1CCCC1.C(OCC)(=O)C.C(O)(=O)C. The product is [C:26]([N:65]1[CH2:66][CH2:67][N:62]([CH2:61][C:58]2[CH:59]=[N:60][C:55]([C:53]3[NH:54][C:50]([CH:42]([C:39]4[CH:38]=[CH:37][C:36]([S:33]([CH:30]5[CH2:32][CH2:31]5)(=[O:34])=[O:35])=[CH:41][CH:40]=4)[CH2:43][CH:44]4[CH2:45][CH2:46][O:47][CH2:48][CH2:49]4)=[CH:51][CH:52]=3)=[CH:56][CH:57]=2)[CH2:63][C@@H:64]1[CH3:68])(=[O:27])[CH3:25]. The yield is 0.900.